Dataset: Forward reaction prediction with 1.9M reactions from USPTO patents (1976-2016). Task: Predict the product of the given reaction. (1) Given the reactants [CH3:1][O:2][C:3]1[CH:4]=[N:5][C:6]2[C:11]([CH:12]=1)=[CH:10][C:9]([OH:13])=[CH:8][CH:7]=2.C(O[C:19](=[O:30])[NH:20][CH:21]1[CH2:26][CH2:25][N:24]([CH2:27][CH2:28]O)[CH2:23][CH2:22]1)(C)(C)C.[S:31]1[CH:35]=[CH:34][CH:33]=[C:32]1[C:36]1[O:40][N:39]=[C:38](C(O)=O)[CH:37]=1, predict the reaction product. The product is: [CH3:1][O:2][C:3]1[CH:4]=[N:5][C:6]2[C:11]([CH:12]=1)=[CH:10][C:9]([O:13][CH2:28][CH2:27][N:24]1[CH2:23][CH2:22][CH:21]([NH:20][C:19]([C:38]3[CH:37]=[C:36]([C:32]4[S:31][CH:35]=[CH:34][CH:33]=4)[O:40][N:39]=3)=[O:30])[CH2:26][CH2:25]1)=[CH:8][CH:7]=2. (2) Given the reactants [NH2:1][C:2]1[N:7]=[C:6]([C:8]2[CH:9]=[N:10][CH:11]=[CH:12][CH:13]=2)[C:5]([C:14]2[CH:19]=[CH:18][N:17]=[CH:16][C:15]=2[F:20])=[CH:4][C:3]=1[NH:21][C:22]([C:24]1[N:28]=[CH:27][NH:26][N:25]=1)=O, predict the reaction product. The product is: [F:20][C:15]1[CH:16]=[N:17][CH:18]=[CH:19][C:14]=1[C:5]1[CH:4]=[C:3]2[N:21]=[C:22]([C:24]3[NH:28][CH:27]=[N:26][N:25]=3)[NH:1][C:2]2=[N:7][C:6]=1[C:8]1[CH:9]=[N:10][CH:11]=[CH:12][CH:13]=1.